Predict the reactants needed to synthesize the given product. From a dataset of Full USPTO retrosynthesis dataset with 1.9M reactions from patents (1976-2016). (1) Given the product [CH2:1]([O:8][C:9]1[CH:18]=[C:17]2[C:12]([C:13]([C:23]3[C:24]([CH3:33])=[C:25]4[C:30](=[CH:31][CH:32]=3)[O:29][CH2:28][CH2:27][CH2:26]4)=[C:14]([CH:21]=[O:22])[N:15]([CH3:20])[C:16]2=[O:19])=[CH:11][CH:10]=1)[C:2]1[CH:3]=[CH:4][CH:5]=[CH:6][CH:7]=1, predict the reactants needed to synthesize it. The reactants are: [CH2:1]([O:8][C:9]1[CH:18]=[C:17]2[C:12]([C:13]([C:23]3[C:24]([CH3:33])=[C:25]4[C:30](=[CH:31][CH:32]=3)[O:29][CH2:28][CH2:27][CH2:26]4)=[C:14]([CH2:21][OH:22])[N:15]([CH3:20])[C:16]2=[O:19])=[CH:11][CH:10]=1)[C:2]1[CH:7]=[CH:6][CH:5]=[CH:4][CH:3]=1. (2) Given the product [Cl:16][C:17]1[C:18]([NH:27][C:28]2[C:33]([Cl:34])=[CH:32][N:31]=[C:30]([NH:1][C:2]3[CH:15]=[CH:14][C:5]4[C:6]([CH3:13])([CH3:12])[NH:7][C:8](=[O:11])[CH2:9][CH2:10][C:4]=4[CH:3]=3)[N:29]=2)=[C:19]([CH:24]=[CH:25][CH:26]=1)[C:20]([NH:22][CH3:23])=[O:21], predict the reactants needed to synthesize it. The reactants are: [NH2:1][C:2]1[CH:15]=[CH:14][C:5]2[C:6]([CH3:13])([CH3:12])[NH:7][C:8](=[O:11])[CH2:9][CH2:10][C:4]=2[CH:3]=1.[Cl:16][C:17]1[C:18]([NH:27][C:28]2[C:33]([Cl:34])=[CH:32][N:31]=[C:30](Cl)[N:29]=2)=[C:19]([CH:24]=[CH:25][CH:26]=1)[C:20]([NH:22][CH3:23])=[O:21]. (3) Given the product [CH2:1]([O:3][C:4](=[O:5])[C:6]([CH3:7])([O:8][C:9]1[CH:14]=[CH:13][C:12]([CH:15]([CH3:20])[CH2:16][C:17](=[O:19])[NH:30][C:29]2[C:24]([CH3:23])=[N:25][C:26]([C:31]3[CH:32]=[CH:33][C:34]([C:37]([F:40])([F:38])[F:39])=[CH:35][CH:36]=3)=[CH:27][CH:28]=2)=[CH:11][C:10]=1[CH3:21])[CH3:22])[CH3:2], predict the reactants needed to synthesize it. The reactants are: [CH2:1]([O:3][C:4]([C:6]([CH3:22])([O:8][C:9]1[CH:14]=[CH:13][C:12]([CH:15]([CH3:20])[CH2:16][C:17]([OH:19])=O)=[CH:11][C:10]=1[CH3:21])[CH3:7])=[O:5])[CH3:2].[CH3:23][C:24]1[C:29]([NH2:30])=[CH:28][CH:27]=[C:26]([C:31]2[CH:36]=[CH:35][C:34]([C:37]([F:40])([F:39])[F:38])=[CH:33][CH:32]=2)[N:25]=1. (4) Given the product [N:42]([CH2:6][CH:7]1[CH2:12][CH2:11][CH:10]([CH2:13][N:14]([CH2:35][C:36]2[CH:41]=[CH:40][CH:39]=[CH:38][CH:37]=2)[S:15]([NH:18][C:19](=[O:34])[C:20]2[CH:21]=[C:22]([C:30]([F:31])([F:32])[F:33])[CH:23]=[C:24]([C:26]([F:28])([F:29])[F:27])[CH:25]=2)(=[O:16])=[O:17])[CH2:9][CH2:8]1)=[N+:43]=[N-:44], predict the reactants needed to synthesize it. The reactants are: CS(O[CH2:6][CH:7]1[CH2:12][CH2:11][CH:10]([CH2:13][N:14]([CH2:35][C:36]2[CH:41]=[CH:40][CH:39]=[CH:38][CH:37]=2)[S:15]([NH:18][C:19](=[O:34])[C:20]2[CH:25]=[C:24]([C:26]([F:29])([F:28])[F:27])[CH:23]=[C:22]([C:30]([F:33])([F:32])[F:31])[CH:21]=2)(=[O:17])=[O:16])[CH2:9][CH2:8]1)(=O)=O.[N-:42]=[N+:43]=[N-:44].[Na+]. (5) Given the product [CH2:23]([C:22]1[CH:21]=[C:16]2[CH:17]=[CH:18][CH:19]=[CH:20][N:15]2[N:14]=1)[CH3:24], predict the reactants needed to synthesize it. The reactants are: C1(C)C=C(C)C=C(C)C=1S([O-])(=O)=O.[NH2:14][N+:15]1[CH:20]=[CH:19][CH:18]=[CH:17][C:16]=1[C:21]#[C:22][CH2:23][CH3:24].CC(C)([O-])C.[K+]. (6) Given the product [C:38]([C:37]1[CH:40]=[CH:41][C:34]([N:30]2[CH2:31][CH2:32][N:27]([C:24]3[N:25]=[CH:26][C:21]([C:17]4[CH:16]=[C:15]([CH:20]=[CH:19][CH:18]=4)[CH2:14][N:2]([CH3:1])[C:3](=[O:13])[CH2:4][NH:5][C:6](=[O:12])[O:7][C:8]([CH3:11])([CH3:9])[CH3:10])=[CH:22][N:23]=3)[CH2:28][CH2:29]2)=[N:35][CH:36]=1)#[N:39], predict the reactants needed to synthesize it. The reactants are: [CH3:1][N:2]([CH2:14][C:15]1[CH:20]=[CH:19][CH:18]=[C:17]([C:21]2[CH:22]=[N:23][C:24]([N:27]3[CH2:32][CH2:31][NH:30][CH2:29][CH2:28]3)=[N:25][CH:26]=2)[CH:16]=1)[C:3](=[O:13])[CH2:4][NH:5][C:6](=[O:12])[O:7][C:8]([CH3:11])([CH3:10])[CH3:9].Br[C:34]1[CH:41]=[CH:40][C:37]([C:38]#[N:39])=[CH:36][N:35]=1.C(=O)([O-])[O-].[Cs+].[Cs+]. (7) Given the product [O:8]1[C:12]2[CH:13]=[CH:14][C:15]([NH:17][C:18]3[CH:30]=[C:29]([CH2:31][CH2:32][C:33]4[CH:34]=[CH:35][CH:36]=[CH:37][CH:38]=4)[CH:28]=[CH:27][C:19]=3[C:20]([OH:22])=[O:21])=[CH:16][C:11]=2[CH:10]=[CH:9]1, predict the reactants needed to synthesize it. The reactants are: FC(F)(F)C(O)=O.[O:8]1[C:12]2[CH:13]=[CH:14][C:15]([NH:17][C:18]3[CH:30]=[C:29]([CH2:31][CH2:32][C:33]4[CH:38]=[CH:37][CH:36]=[CH:35][CH:34]=4)[CH:28]=[CH:27][C:19]=3[C:20]([O:22]C(C)(C)C)=[O:21])=[CH:16][C:11]=2[CH:10]=[CH:9]1. (8) Given the product [O:4]1[CH2:5][CH2:6][O:7][CH:3]1[CH2:2][NH:1][C:28](=[O:29])[N:27]([C:17]1[CH:18]=[CH:19][C:20]([S:22][C:23]([F:24])([F:25])[F:26])=[CH:21][C:16]=1[F:15])[CH3:31], predict the reactants needed to synthesize it. The reactants are: [NH2:1][CH2:2][CH:3]1[O:7][CH2:6][CH2:5][O:4]1.C(N(CC)CC)C.[F:15][C:16]1[CH:21]=[C:20]([S:22][C:23]([F:26])([F:25])[F:24])[CH:19]=[CH:18][C:17]=1[N:27]([CH3:31])[C:28](Cl)=[O:29]. (9) The reactants are: [Cl:1][C:2]1[CH:24]=[CH:23][C:5]2[N:6]=[C:7]([C:9]3[CH:10]=[C:11]([C:15]4([CH3:22])[NH:20][C:19](=S)[CH2:18][O:17][CH2:16]4)[CH:12]=[CH:13][CH:14]=3)[O:8][C:4]=2[CH:3]=1.[NH3:25]. Given the product [ClH:1].[Cl:1][C:2]1[CH:24]=[CH:23][C:5]2[N:6]=[C:7]([C:9]3[CH:10]=[C:11]([C:15]4([CH3:22])[CH2:16][O:17][CH2:18][C:19]([NH2:25])=[N:20]4)[CH:12]=[CH:13][CH:14]=3)[O:8][C:4]=2[CH:3]=1, predict the reactants needed to synthesize it.